The task is: Predict the reaction yield, written as a fraction of the theoretical maximum amount of product (1.0 means a 100% yield; for example, 0.34 means a 34% yield).. This data is from Reaction yield outcomes from USPTO patents with 853,638 reactions. The reactants are [Cl:1][C:2]1[C:10]([N+:11]([O-])=O)=[CH:9][CH:8]=[C:7]([Cl:14])[C:3]=1[C:4]([OH:6])=[O:5].[NH4+].[Cl-]. The catalyst is C1COCC1.[Zn]. The product is [NH2:11][C:10]1[C:2]([Cl:1])=[C:3]([C:7]([Cl:14])=[CH:8][CH:9]=1)[C:4]([OH:6])=[O:5]. The yield is 0.755.